This data is from Forward reaction prediction with 1.9M reactions from USPTO patents (1976-2016). The task is: Predict the product of the given reaction. (1) The product is: [Br:3][C:4]1[CH:5]=[CH:6][C:7]([NH:10][CH3:11])=[N:8][CH:9]=1. Given the reactants [H-].[Na+].[Br:3][C:4]1[CH:5]=[CH:6][C:7]([NH2:10])=[N:8][CH:9]=1.[CH3:11]I, predict the reaction product. (2) Given the reactants [C:1]([O:4][C:5]1[C:12]([C:13]([CH3:16])([CH3:15])[CH3:14])=[CH:11][C:8]([CH:9]=O)=[CH:7][C:6]=1[C:17]([CH3:20])([CH3:19])[CH3:18])(=[O:3])[CH3:2].[CH2:21]([NH:25][OH:26])[CH:22]([CH3:24])[CH3:23], predict the reaction product. The product is: [C:1]([O:4][C:5]1[C:12]([C:13]([CH3:16])([CH3:15])[CH3:14])=[CH:11][C:8]([CH:9]=[N+:25]([CH2:21][CH:22]([CH3:24])[CH3:23])[O-:26])=[CH:7][C:6]=1[C:17]([CH3:20])([CH3:19])[CH3:18])(=[O:3])[CH3:2].